Dataset: Reaction yield outcomes from USPTO patents with 853,638 reactions. Task: Predict the reaction yield, written as a fraction of the theoretical maximum amount of product (1.0 means a 100% yield; for example, 0.34 means a 34% yield). (1) The reactants are C1([C@@H](C(C2C=CC=CC=2)O)[OH:8])C=CC=CC=1.C1(C)C=CC=CC=1.[Cl:24][C:25]1[C:26]2[S:46][CH2:45][CH2:44][C:27]=2[N:28]=[C:29]([N:31]2[CH2:36][CH2:35][N:34]([C:37]3[CH:42]=[CH:41][C:40]([Cl:43])=[CH:39][CH:38]=3)[CH2:33][CH2:32]2)[N:30]=1.CC(OO)(C)C. The catalyst is O. The product is [Cl:24][C:25]1[C:26]2[S@:46](=[O:8])[CH2:45][CH2:44][C:27]=2[N:28]=[C:29]([N:31]2[CH2:32][CH2:33][N:34]([C:37]3[CH:38]=[CH:39][C:40]([Cl:43])=[CH:41][CH:42]=3)[CH2:35][CH2:36]2)[N:30]=1. The yield is 0.880. (2) The reactants are O.[NH2:2][NH2:3].O=[C:5]([CH2:11][C:12](=O)[CH3:13])[C:6]([O:8][CH2:9][CH3:10])=[O:7].O.C([O-])(O)=O.[Na+]. The catalyst is CCO.CC(O)=O. The product is [CH3:13][C:12]1[NH:3][N:2]=[C:5]([C:6]([O:8][CH2:9][CH3:10])=[O:7])[CH:11]=1. The yield is 0.740. (3) The reactants are [C:1]1([S:7](Cl)(=[O:9])=[O:8])[CH:6]=[CH:5][CH:4]=[CH:3][CH:2]=1.[Br:11][C:12]1[C:20]2[C:15](=[N:16][CH:17]=[C:18]([N:21]3[C:29](=[O:30])[C:28]4[C:23](=[CH:24][CH:25]=[CH:26][CH:27]=4)[C:22]3=[O:31])[CH:19]=2)[NH:14][CH:13]=1.N1C=CC=CC=1. The catalyst is C(Cl)Cl.CN(C1C=CN=CC=1)C. The product is [Br:11][C:12]1[C:20]2[C:15](=[N:16][CH:17]=[C:18]([N:21]3[C:22](=[O:31])[C:23]4[C:28](=[CH:27][CH:26]=[CH:25][CH:24]=4)[C:29]3=[O:30])[CH:19]=2)[N:14]([S:7]([C:1]2[CH:6]=[CH:5][CH:4]=[CH:3][CH:2]=2)(=[O:9])=[O:8])[CH:13]=1. The yield is 0.350. (4) The yield is 0.570. The reactants are Cl[CH2:2][C:3]1[CH:23]=[CH:22][C:6]([O:7][CH2:8][CH2:9][C:10]2[N:11]=[C:12]([C:16]3[CH:21]=[CH:20][CH:19]=[CH:18][CH:17]=3)[O:13][C:14]=2[CH3:15])=[CH:5][CH:4]=1.[OH:24][C:25]1[CH:30]=[CH:29][CH:28]=[CH:27][C:26]=1[CH2:31][C:32]([O:34][CH3:35])=[O:33].CN(C)C=O.[H-].[Na+]. The product is [CH3:15][C:14]1[O:13][C:12]([C:16]2[CH:21]=[CH:20][CH:19]=[CH:18][CH:17]=2)=[N:11][C:10]=1[CH2:9][CH2:8][O:7][C:6]1[CH:22]=[CH:23][C:3]([CH2:2][O:24][C:25]2[CH:30]=[CH:29][CH:28]=[CH:27][C:26]=2[CH2:31][C:32]([O:34][CH3:35])=[O:33])=[CH:4][CH:5]=1. The catalyst is O. (5) The reactants are [Cl:1][C:2]1[C:3]([N:8]2[C:12](C(Cl)(Cl)Cl)=[CH:11][C:10]([CH2:17][OH:18])=[N:9]2)=[N:4][CH:5]=[CH:6][CH:7]=1.OS(O)(=O)=O.[C:24]([O-:27])(O)=[O:25].[Na+]. No catalyst specified. The product is [Cl:1][C:2]1[C:3]([N:8]2[C:12]([C:24]([OH:27])=[O:25])=[CH:11][C:10]([CH2:17][OH:18])=[N:9]2)=[N:4][CH:5]=[CH:6][CH:7]=1. The yield is 0.900. (6) The reactants are C(O)C.O.NN.[CH2:7]([N:9]1[C:15](=[O:16])[CH2:14][CH2:13][C:12]([CH3:18])([CH3:17])[C:11]2[CH:19]=[C:20]([N+:23]([O-])=O)[CH:21]=[CH:22][C:10]1=2)[CH3:8]. The catalyst is [Pd].O. The product is [NH2:23][C:20]1[CH:21]=[CH:22][C:10]2[N:9]([CH2:7][CH3:8])[C:15](=[O:16])[CH2:14][CH2:13][C:12]([CH3:17])([CH3:18])[C:11]=2[CH:19]=1. The yield is 0.730. (7) The catalyst is CN(C=O)C.O. The product is [C:7]([C:9]1[S:13][C:12]([NH:14][C:22](=[O:23])[C:21]([OH:20])([CH3:26])[CH3:25])=[N:11][C:10]=1[C:15]1[O:16][CH:17]=[CH:18][CH:19]=1)(=[O:8])[C:1]1[CH:2]=[CH:3][CH:4]=[CH:5][CH:6]=1. The reactants are [C:1]1([C:7]([C:9]2[S:13][C:12]([NH2:14])=[N:11][C:10]=2[C:15]2[O:16][CH:17]=[CH:18][CH:19]=2)=[O:8])[CH:6]=[CH:5][CH:4]=[CH:3][CH:2]=1.[OH:20][C:21]([CH3:26])([CH3:25])[C:22](O)=[O:23].CCN=C=NCCCN(C)C.Cl.O.ON1C2C=CC=CC=2N=N1. The yield is 0.800.